Dataset: Forward reaction prediction with 1.9M reactions from USPTO patents (1976-2016). Task: Predict the product of the given reaction. (1) Given the reactants [OH-].[K+].FC(F)(F)C([N:7]1[CH2:15][C@@H:14]2[C@H:9]([CH2:10][C:11]3[CH:19]=[CH:18][CH:17]=[CH:16][C:12]=3[CH2:13]2)[CH2:8]1)=O, predict the reaction product. The product is: [CH2:8]1[CH:9]2[CH:14]([CH2:13][C:12]3[CH:16]=[CH:17][CH:18]=[CH:19][C:11]=3[CH2:10]2)[CH2:15][NH:7]1. (2) The product is: [C:14]([C:11]1[CH:12]=[CH:13][C:8]2[N:7]=[C:25]([C:27]3[CH:32]=[CH:31][CH:30]=[C:29]([Cl:33])[CH:28]=3)[CH2:24][C:23](=[O:34])[NH:22][C:9]=2[CH:10]=1)(=[O:21])[C:15]1[CH:20]=[CH:19][CH:18]=[CH:17][CH:16]=1. Given the reactants C(OC(=O)[NH:7][C:8]1[CH:13]=[CH:12][C:11]([C:14](=[O:21])[C:15]2[CH:20]=[CH:19][CH:18]=[CH:17][CH:16]=2)=[CH:10][C:9]=1[NH:22][C:23](=[O:34])[CH2:24][C:25]([C:27]1[CH:32]=[CH:31][CH:30]=[C:29]([Cl:33])[CH:28]=1)=O)(C)(C)C.C(O)(C(F)(F)F)=O, predict the reaction product. (3) Given the reactants [ClH:1].Cl.COC1C=C2C(C(C(F)(F)F)OC2)=CC=1CN[C@H]1CCCN[C@H]1C1C=CC=CC=1.C(OC([N:39]1[CH2:44][CH2:43][CH2:42][C@H:41]([NH:45][CH2:46][C:47]2[CH:56]=[C:55]3[C:50]([CH2:51][CH2:52][O:53][C:54]3([CH3:61])[C:57]([F:60])([F:59])[F:58])=[CH:49][C:48]=2[O:62][CH3:63])[C@@H:40]1[C:64]1[CH:69]=[CH:68][CH:67]=[CH:66][CH:65]=1)=O)(C)(C)C, predict the reaction product. The product is: [ClH:1].[ClH:1].[CH3:63][O:62][C:48]1[CH:49]=[C:50]2[C:55](=[CH:56][C:47]=1[CH2:46][NH:45][C@H:41]1[CH2:42][CH2:43][CH2:44][NH:39][C@H:40]1[C:64]1[CH:65]=[CH:66][CH:67]=[CH:68][CH:69]=1)[C:54]([CH3:61])([C:57]([F:60])([F:58])[F:59])[O:53][CH2:52][CH2:51]2. (4) Given the reactants [F:1][C:2]1[CH:18]=[CH:17][C:5]([CH2:6][N:7]2[CH:12]=[CH:11][CH:10]=[C:9]([C:13]([OH:15])=O)[C:8]2=[O:16])=[CH:4][CH:3]=1.[ClH:19].Cl.[F:21][C:22]1[CH:23]=[C:24]([NH:49]C(NC(=O)CC2C=CC(F)=CC=2)=S)[CH:25]=[CH:26][C:27]=1[O:28][C:29]1[C:34]2=[C:35]([CH3:48])C(OCCN3CCN(C)CC3)=CN2N=CN=1.C[N:64]([C:66](ON1N=NC2C=CC=CC1=2)=[N+:67]([CH3:69])C)C.[B-](F)(F)(F)F.[CH3:85]CN(C(C)C)C(C)C, predict the reaction product. The product is: [ClH:19].[NH:64]1[C:66]2=[N:67][CH:69]=[CH:85][C:29]([O:28][C:27]3[CH:26]=[CH:25][C:24]([NH:49][C:13]([C:9]4[C:8](=[O:16])[N:7]([CH2:6][C:5]5[CH:4]=[CH:3][C:2]([F:1])=[CH:18][CH:17]=5)[CH:12]=[CH:11][CH:10]=4)=[O:15])=[CH:23][C:22]=3[F:21])=[C:34]2[CH:35]=[CH:48]1. (5) Given the reactants [CH3:1][N:2]1[C:6]([C:7](=[O:24])[NH:8][C:9]2[CH:10]=[CH:11][C:12]3[N:13]([N:15]=[C:16]([C:18]4[CH:23]=[CH:22][CH:21]=[CH:20][CH:19]=4)[N:17]=3)[CH:14]=2)=[C:5]([C:25]([O:27]CC)=[O:26])[CH:4]=[N:3]1.O.[OH-].[Li+], predict the reaction product. The product is: [CH3:1][N:2]1[C:6]([C:7](=[O:24])[NH:8][C:9]2[CH:10]=[CH:11][C:12]3[N:13]([N:15]=[C:16]([C:18]4[CH:23]=[CH:22][CH:21]=[CH:20][CH:19]=4)[N:17]=3)[CH:14]=2)=[C:5]([C:25]([OH:27])=[O:26])[CH:4]=[N:3]1. (6) Given the reactants [CH2:1]([NH:8][C:9]([NH:11][N:12]([CH2:14][C:15]([OH:17])=O)[CH3:13])=[O:10])[C:2]1[CH:7]=[CH:6][CH:5]=[CH:4][CH:3]=1.[NH2:18][C@@H:19]([CH2:43][C:44]1[CH:49]=[CH:48][C:47]([O:50][C:51]([CH3:54])([CH3:53])[CH3:52])=[CH:46][CH:45]=1)[C:20]([N:22]([C@@H:34]([CH3:42])[CH:35]([O:39][CH2:40][CH3:41])[O:36][CH2:37][CH3:38])[CH2:23][C:24]1[CH:25]=[CH:26][CH:27]=[C:28]2[C:33]=1[N:32]=[CH:31][CH:30]=[CH:29]2)=[O:21], predict the reaction product. The product is: [CH2:1]([NH:8][C:9]([NH:11][N:12]([CH2:14][C:15]([NH:18][C@@H:19]([CH2:43][C:44]1[CH:49]=[CH:48][C:47]([O:50][C:51]([CH3:54])([CH3:53])[CH3:52])=[CH:46][CH:45]=1)[C:20]([N:22]([C@@H:34]([CH3:42])[CH:35]([O:36][CH2:37][CH3:38])[O:39][CH2:40][CH3:41])[CH2:23][C:24]1[CH:25]=[CH:26][CH:27]=[C:28]2[C:33]=1[N:32]=[CH:31][CH:30]=[CH:29]2)=[O:21])=[O:17])[CH3:13])=[O:10])[C:2]1[CH:3]=[CH:4][CH:5]=[CH:6][CH:7]=1. (7) Given the reactants O.O.Cl[Sn]Cl.[CH2:6]([O:8][C:9]1[CH:10]=[C:11]([C:17]([C:20]2[CH:25]=[CH:24][C:23]([O:26][CH3:27])=[C:22]([N+:28]([O-])=O)[CH:21]=2)=[CH:18][CH3:19])[CH:12]=[CH:13][C:14]=1[O:15][CH3:16])[CH3:7].[OH-].[Na+], predict the reaction product. The product is: [CH2:6]([O:8][C:9]1[CH:10]=[C:11]([C:17]([C:20]2[CH:25]=[CH:24][C:23]([O:26][CH3:27])=[C:22]([NH2:28])[CH:21]=2)=[CH:18][CH3:19])[CH:12]=[CH:13][C:14]=1[O:15][CH3:16])[CH3:7]. (8) Given the reactants [Cl:1][C:2]1[CH:10]=[CH:9][C:8]([S:11](Cl)(=[O:13])=[O:12])=[CH:7][C:3]=1[C:4](Cl)=[O:5].[CH2:15]1[NH:20][CH2:19][CH2:18][N:17]2[CH2:21][CH2:22][CH2:23][C@H:16]12.C(=O)([O-])[O-].[Na+].[Na+].[F:30][C:31]([F:40])([F:39])[C:32]1[CH:38]=[CH:37][C:35]([NH2:36])=[CH:34][CH:33]=1, predict the reaction product. The product is: [Cl:1][C:2]1[CH:10]=[CH:9][C:8]([S:11]([NH:36][C:35]2[CH:37]=[CH:38][C:32]([C:31]([F:30])([F:39])[F:40])=[CH:33][CH:34]=2)(=[O:13])=[O:12])=[CH:7][C:3]=1[C:4]([N:20]1[CH2:19][CH2:18][N:17]2[CH2:21][CH2:22][CH2:23][C@@H:16]2[CH2:15]1)=[O:5]. (9) The product is: [CH2:12]([NH:11][C@@H:10]([CH2:9][OH:8])[CH2:16][CH2:17][CH3:18])[CH2:13][CH3:14]. Given the reactants [H-].[Al+3].[Li+].[H-].[H-].[H-].C[O:8][C:9](=O)[C@@H:10]([CH2:16][CH2:17][CH3:18])[NH:11][C:12](=O)[CH2:13][CH3:14].[OH-].[Na+], predict the reaction product. (10) Given the reactants [NH2:1][C:2]1[CH:3]=[CH:4][N:5]([CH3:27])[C:6]2[C:7]=1[CH:8]=[CH:9][C:10]1[N:19]([C:20]3[CH:25]=[CH:24][C:23]([F:26])=[CH:22][CH:21]=3)[CH2:18][CH:17]=[C:12]3[NH:13][C:14](=[O:16])[C:15]=2[C:11]=13.C(N(CC)C(C)C)(C)C.CN(C(ON1N=NC2C=CC=NC1=2)=[N+](C)C)C.F[P-](F)(F)(F)(F)F.[F:61][C:62]1[CH:63]=[CH:64][C:65]([O:72][CH3:73])=[C:66]([CH2:68][C:69](O)=[O:70])[CH:67]=1, predict the reaction product. The product is: [F:61][C:62]1[CH:63]=[CH:64][C:65]([O:72][CH3:73])=[C:66]([CH2:68][C:69]([NH:1][C:2]2[CH:3]=[CH:4][N:5]([CH3:27])[C:6]3[C:7]=2[CH:8]=[CH:9][C:10]2[N:19]([C:20]4[CH:21]=[CH:22][C:23]([F:26])=[CH:24][CH:25]=4)[CH2:18][CH:17]=[C:12]4[NH:13][C:14](=[O:16])[C:15]=3[C:11]=24)=[O:70])[CH:67]=1.